From a dataset of Catalyst prediction with 721,799 reactions and 888 catalyst types from USPTO. Predict which catalyst facilitates the given reaction. Reactant: Cl[C:2]1[N:3]=[CH:4][C:5]2[N:10]=[N:9][N:8]([C:11]3[CH:16]=[CH:15][C:14]([O:17][CH3:18])=[CH:13][CH:12]=3)[C:6]=2[N:7]=1.Cl.[NH2:20][CH:21]1[CH2:25][N:24]([CH3:26])[C:23](=[O:27])[CH2:22]1.C(N(C(C)C)C(C)C)C. Product: [CH3:18][O:17][C:14]1[CH:15]=[CH:16][C:11]([N:8]2[C:6]3[N:7]=[C:2]([NH:20][CH:21]4[CH2:25][N:24]([CH3:26])[C:23](=[O:27])[CH2:22]4)[N:3]=[CH:4][C:5]=3[N:10]=[N:9]2)=[CH:12][CH:13]=1. The catalyst class is: 141.